Task: Predict the product of the given reaction.. Dataset: Forward reaction prediction with 1.9M reactions from USPTO patents (1976-2016) (1) Given the reactants [O:1]1[CH:5]=[CH:4][CH:3]=[C:2]1[C:6]1[CH:11]=[CH:10][C:9](/[C:12](/[CH3:19])=[CH:13]/[C:14](OCC)=[O:15])=[CH:8][CH:7]=1.CC(C[AlH]CC(C)C)C, predict the reaction product. The product is: [O:1]1[CH:5]=[CH:4][CH:3]=[C:2]1[C:6]1[CH:11]=[CH:10][C:9](/[C:12](/[CH3:19])=[CH:13]/[CH2:14][OH:15])=[CH:8][CH:7]=1. (2) Given the reactants [CH3:1][O:2][C:3]1[N:4]=[C:5]2[C:10](=[CH:11][CH:12]=1)[N:9]=[CH:8][CH:7]=[C:6]2[C:13]1[N:14]=[C:15]([CH2:18][CH2:19][NH:20]C(=O)OC(C)(C)C)[S:16][CH:17]=1, predict the reaction product. The product is: [CH3:1][O:2][C:3]1[N:4]=[C:5]2[C:10](=[CH:11][CH:12]=1)[N:9]=[CH:8][CH:7]=[C:6]2[C:13]1[N:14]=[C:15]([CH2:18][CH2:19][NH2:20])[S:16][CH:17]=1. (3) Given the reactants [CH3:1][N:2]1[CH:7]=[C:6]([C:8]2[CH:9]=[N:10][CH:11]=[N:12][CH:13]=2)[C:5]2[O:14][C:15]([C:23]3[CH:28]=[CH:27][C:26]([C:29]4([NH:33]C(=O)OC(C)(C)C)[CH2:32][CH2:31][CH2:30]4)=[CH:25][CH:24]=3)=[C:16]([C:17]3[CH:22]=[CH:21][CH:20]=[CH:19][CH:18]=3)[C:4]=2[C:3]1=[O:41].C(O)(C(F)(F)F)=O, predict the reaction product. The product is: [NH2:33][C:29]1([C:26]2[CH:25]=[CH:24][C:23]([C:15]3[O:14][C:5]4[C:6]([C:8]5[CH:13]=[N:12][CH:11]=[N:10][CH:9]=5)=[CH:7][N:2]([CH3:1])[C:3](=[O:41])[C:4]=4[C:16]=3[C:17]3[CH:22]=[CH:21][CH:20]=[CH:19][CH:18]=3)=[CH:28][CH:27]=2)[CH2:32][CH2:31][CH2:30]1.